This data is from Reaction yield outcomes from USPTO patents with 853,638 reactions. The task is: Predict the reaction yield, written as a fraction of the theoretical maximum amount of product (1.0 means a 100% yield; for example, 0.34 means a 34% yield). (1) The catalyst is CC#N. The product is [Br:1][C:2]1[CH:12]=[C:11](/[CH:13]=[CH:14]\[CH:15]([C:20]2[CH:21]=[C:22]([Cl:28])[C:23]([Cl:27])=[C:24]([Cl:26])[CH:25]=2)[C:16]([F:19])([F:18])[F:17])[CH:10]=[CH:9][C:3]=1[C:4]([OH:6])=[O:5]. The yield is 0.420. The reactants are [Br:1][C:2]1[CH:12]=[C:11](/[CH:13]=[CH:14]\[CH:15]([C:20]2[CH:25]=[C:24]([Cl:26])[C:23]([Cl:27])=[C:22]([Cl:28])[CH:21]=2)[C:16]([F:19])([F:18])[F:17])[CH:10]=[CH:9][C:3]=1[C:4]([O:6]CC)=[O:5].I[Si](C)(C)C. (2) The reactants are [C:1]1([C@@:7]([NH2:19])([CH3:18])[CH2:8][CH2:9][NH:10][C:11]2[CH:12]=[C:13]([CH3:17])[CH:14]=[CH:15][CH:16]=2)[CH:6]=[CH:5][CH:4]=[CH:3][CH:2]=1.CCN(CC)CC.Cl[C:28](Cl)([O:30]C(=O)OC(Cl)(Cl)Cl)Cl. The catalyst is C(Cl)Cl. The product is [CH3:18][C:7]1([C:1]2[CH:2]=[CH:3][CH:4]=[CH:5][CH:6]=2)[CH2:8][CH2:9][N:10]([C:11]2[CH:12]=[C:13]([CH3:17])[CH:14]=[CH:15][CH:16]=2)[C:28](=[O:30])[NH:19]1. The yield is 0.140. (3) The reactants are C(OC([N:8]1[CH2:13][CH2:12][N:11]([C:14]2[CH:15]=[N:16][C:17]([NH:20][C:21]3[N:22]=[CH:23][C:24]4[CH:30]=[CH:29][C:28](=[O:31])[N:27]([CH:32]5[CH2:36][CH2:35][CH2:34][CH2:33]5)[C:25]=4[N:26]=3)=[CH:18][CH:19]=2)[CH2:10][CH2:9]1)=O)(C)(C)C.[ClH:37]. The catalyst is C(Cl)Cl.CO. The product is [ClH:37].[CH:32]1([N:27]2[C:25]3[N:26]=[C:21]([NH:20][C:17]4[CH:18]=[CH:19][C:14]([N:11]5[CH2:10][CH2:9][NH:8][CH2:13][CH2:12]5)=[CH:15][N:16]=4)[N:22]=[CH:23][C:24]=3[CH:30]=[CH:29][C:28]2=[O:31])[CH2:36][CH2:35][CH2:34][CH2:33]1. The yield is 0.660.